Dataset: Reaction yield outcomes from USPTO patents with 853,638 reactions. Task: Predict the reaction yield, written as a fraction of the theoretical maximum amount of product (1.0 means a 100% yield; for example, 0.34 means a 34% yield). (1) The reactants are [CH3:1][C:2]1[C:3](=[O:14])[C:4]([CH3:13])([C:9]([F:12])([F:11])[F:10])[CH2:5][C:6](=[O:8])[CH:7]=1.C(OC)(OC)[O:16]C.O.[C:23]1(C)C=C[CH:26]=[CH:25][CH:24]=1. The catalyst is CC(O)C(O)C.C1(C)C=CC(S(O)(=O)=O)=CC=1. The product is [CH3:23][CH:24]1[CH:25]([CH3:26])[O:16][C:6]2([CH2:5][C:4]([CH3:13])([C:9]([F:10])([F:11])[F:12])[C:3](=[O:14])[C:2]([CH3:1])=[CH:7]2)[O:8]1. The yield is 0.980. (2) The reactants are [Cl:1][C:2]1[CH:25]=[CH:24][C:5]([O:6][CH:7]2[CH2:12][CH2:11][N:10]([C:13]([C:15]3[CH:16]=[C:17]4[C:21](=[CH:22][CH:23]=3)[NH:20][CH:19]=[CH:18]4)=[O:14])[CH2:9][CH2:8]2)=[CH:4][CH:3]=1.[H-].[Na+].Cl.Cl[CH2:30][CH2:31][N:32]1[CH2:37][CH2:36][O:35][CH2:34][CH2:33]1.O. The catalyst is CN(C)C=O. The product is [Cl:1][C:2]1[CH:3]=[CH:4][C:5]([O:6][CH:7]2[CH2:12][CH2:11][N:10]([C:13]([C:15]3[CH:16]=[C:17]4[C:21](=[CH:22][CH:23]=3)[N:20]([CH2:30][CH2:31][N:32]3[CH2:37][CH2:36][O:35][CH2:34][CH2:33]3)[CH:19]=[CH:18]4)=[O:14])[CH2:9][CH2:8]2)=[CH:24][CH:25]=1. The yield is 0.300. (3) The reactants are [CH2:1]([O:3][C:4](=[O:18])[CH2:5][C:6](=[O:17])[C:7]1[CH:12]=[CH:11][CH:10]=[CH:9][C:8]=1[C:13]([F:16])([F:15])[F:14])[CH3:2].CO[CH:21](OC)[N:22]([CH3:24])[CH3:23]. The catalyst is CN(C)C=O. The product is [CH2:1]([O:3][C:4](=[O:18])[C:5]([C:6](=[O:17])[C:7]1[CH:12]=[CH:11][CH:10]=[CH:9][C:8]=1[C:13]([F:16])([F:14])[F:15])=[CH:21][N:22]([CH3:24])[CH3:23])[CH3:2]. The yield is 0.830. (4) The reactants are Br[CH2:2][C:3]1[CH:13]=[CH:12][C:11]([O:14][CH3:15])=[CH:10][C:4]=1[C:5]([O:7]CC)=O.[NH2:16][C:17]1[CH:25]=[CH:24][C:20]2[CH:21]=[CH:22][O:23][C:19]=2[CH:18]=1.C(N(CC)C(C)C)(C)C.O[Li].O. The catalyst is C(O)C.O. The product is [O:23]1[C:19]2[CH:18]=[C:17]([N:16]3[CH2:2][C:3]4[C:4](=[CH:10][C:11]([O:14][CH3:15])=[CH:12][CH:13]=4)[C:5]3=[O:7])[CH:25]=[CH:24][C:20]=2[CH:21]=[CH:22]1. The yield is 0.310. (5) The reactants are Cl[C:2]1[C:7]([CH3:8])=[C:6]([Cl:9])[N:5]=[CH:4][N:3]=1.[NH2:10][CH2:11][C@@H:12]([C:24]([O:26][C:27]([CH3:30])([CH3:29])[CH3:28])=[O:25])[NH:13][C:14]([O:16][CH2:17][C:18]1[CH:23]=[CH:22][CH:21]=[CH:20][CH:19]=1)=[O:15]. The catalyst is CN(C)C=O.C(N(C(C)C)CC)(C)C. The product is [CH3:30][C:27]([O:26][C:24](=[O:25])[C@H:12]([CH2:11][NH:10][C:2]1[C:7]([CH3:8])=[C:6]([Cl:9])[N:5]=[CH:4][N:3]=1)[NH:13][C:14]([O:16][CH2:17][C:18]1[CH:23]=[CH:22][CH:21]=[CH:20][CH:19]=1)=[O:15])([CH3:28])[CH3:29]. The yield is 0.530.